Dataset: Full USPTO retrosynthesis dataset with 1.9M reactions from patents (1976-2016). Task: Predict the reactants needed to synthesize the given product. (1) Given the product [C:1]([C:3]1[CH:4]=[C:5]([CH:9]=[CH:10][C:11]=1[O:12][CH:13]([CH3:15])[CH3:14])[C:6]([NH:25][CH2:24][CH2:22][OH:23])=[O:8])#[N:2], predict the reactants needed to synthesize it. The reactants are: [C:1]([C:3]1[CH:4]=[C:5]([CH:9]=[CH:10][C:11]=1[O:12][CH:13]([CH3:15])[CH3:14])[C:6]([OH:8])=O)#[N:2].C(Cl)(=O)C(Cl)=O.[CH2:22]([CH2:24][NH2:25])[OH:23]. (2) Given the product [OH:11][CH2:10][C@@H:9]([NH:8][C:6](=[O:7])[O:5][C:1]([CH3:3])([CH3:2])[CH3:4])[CH2:13][C:14]1[CH:19]=[CH:18][N:17]=[C:16]([O:20][CH3:21])[CH:15]=1, predict the reactants needed to synthesize it. The reactants are: [C:1]([O:5][C:6]([NH:8][C@@H:9]([CH2:13][C:14]1[CH:19]=[CH:18][N:17]=[C:16]([O:20][CH3:21])[CH:15]=1)[C:10](O)=[O:11])=[O:7])([CH3:4])([CH3:3])[CH3:2]. (3) Given the product [CH3:17][C:18]([CH3:23])([CH3:22])[C:19]([NH:16][C:2]1[CH:3]=[CH:4][C:5]2[O:6][C:7]3[CH2:15][CH2:14][CH2:13][CH2:12][CH2:11][CH2:10][C:8]=3[C:9]=2[CH:1]=1)=[O:20], predict the reactants needed to synthesize it. The reactants are: [CH:1]1[C:9]2[C:8]3[CH2:10][CH2:11][CH2:12][CH2:13][CH2:14][CH2:15][C:7]=3[O:6][C:5]=2[CH:4]=[CH:3][C:2]=1[NH2:16].[CH3:17][C:18]([CH3:23])([CH3:22])[C:19](Cl)=[O:20]. (4) Given the product [Cl:1][C:2]1[CH:3]=[C:4]2[C:18](=[CH:19][C:20]=1[CH2:21][C:22]1[CH:27]=[CH:26][C:25]([CH2:28][CH3:29])=[CH:24][CH:23]=1)[C@:7]1([C@H:12]([OH:13])[C@@H:11]([OH:14])[C@H:10]([OH:15])[C@@H:9]([CH2:16][F:36])[O:8]1)[CH2:6][CH2:5]2, predict the reactants needed to synthesize it. The reactants are: [Cl:1][C:2]1[CH:3]=[C:4]2[C:18](=[CH:19][C:20]=1[CH2:21][C:22]1[CH:27]=[CH:26][C:25]([CH2:28][CH3:29])=[CH:24][CH:23]=1)[C@:7]1([C@H:12]([OH:13])[C@@H:11]([OH:14])[C@H:10]([OH:15])[C@@H:9]([CH2:16]O)[O:8]1)[CH2:6][CH2:5]2.CCN(S(F)(F)[F:36])CC. (5) Given the product [CH2:25]([C:22]1[C:23]2[N:24]=[C:16]([C:12]3[CH:13]=[C:14]([CH3:15])[C:9]([O:8][CH2:7][C:6]([O:5][C:1]([CH3:4])([CH3:3])[CH3:2])=[O:34])=[C:10]([CH3:33])[CH:11]=3)[O:17][C:18]=2[N:19]=[C:20]([O:39][CH2:38][CH2:37][C:36]([F:41])([F:40])[F:35])[N:21]=1)[CH:26]([CH3:28])[CH3:27], predict the reactants needed to synthesize it. The reactants are: [C:1]([O:5][C:6](=[O:34])[CH2:7][O:8][C:9]1[C:14]([CH3:15])=[CH:13][C:12]([C:16]2[O:17][C:18]3[N:19]=[C:20](S(C)(=O)=O)[N:21]=[C:22]([CH2:25][CH:26]([CH3:28])[CH3:27])[C:23]=3[N:24]=2)=[CH:11][C:10]=1[CH3:33])([CH3:4])([CH3:3])[CH3:2].[F:35][C:36]([F:41])([F:40])[CH2:37][CH2:38][OH:39].